Dataset: Catalyst prediction with 721,799 reactions and 888 catalyst types from USPTO. Task: Predict which catalyst facilitates the given reaction. (1) Reactant: [C-:1]#[C-:2].[Li+].[Li+].Br[CH2:6][CH2:7][CH2:8][CH2:9][CH2:10][CH2:11][C:12]1[CH:17]=[CH:16][CH:15]=[CH:14][CH:13]=1.O. Product: [CH2:11]([C:12]1[CH:17]=[CH:16][CH:15]=[CH:14][CH:13]=1)[CH2:10][CH2:9][CH2:8][CH2:7][CH2:6][C:1]#[CH:2]. The catalyst class is: 16. (2) Reactant: [CH3:1][C:2]1[N:3]=[CH:4][NH:5][CH:6]=1.C([N:9]([CH2:12][CH3:13])CC)C.Cl[C:15](C1C=CC=CC=1)(C1C=CC=CC=1)C1C=CC=CC=1. Product: [CH3:1][C:2]1[N:3]([CH2:15][CH2:13][CH2:12][NH2:9])[CH:4]=[N:5][CH:6]=1. The catalyst class is: 9. (3) Reactant: [NH2:1][C:2]1[CH:3]=[CH:4][C:5]([S:12](=[O:25])(=[O:24])[NH:13][C:14]2[CH:15]=[CH:16][C:17]3[CH2:21][O:20][B:19]([OH:22])[C:18]=3[CH:23]=2)=[C:6]([CH2:8][C:9]([OH:11])=[O:10])[CH:7]=1.O.[CH:27](O)([CH3:29])[CH3:28]. Product: [NH2:1][C:2]1[CH:3]=[CH:4][C:5]([S:12](=[O:24])(=[O:25])[NH:13][C:14]2[CH:15]=[CH:16][C:17]3[CH2:21][O:20][B:19]([OH:22])[C:18]=3[CH:23]=2)=[C:6]([CH2:8][C:9]([O:11][CH:27]([CH3:29])[CH3:28])=[O:10])[CH:7]=1. The catalyst class is: 65. (4) Reactant: [F:1][C:2]1[CH:3]=[C:4]([C@H:13]2[CH2:17][CH2:16][CH2:15][N:14]2[C:18]2[CH:23]=[CH:22][N:21]3[N:24]=[CH:25][C:26]([C:27]([O:29]CC)=[O:28])=[C:20]3[N:19]=2)[CH:5]=[C:6]([O:8][CH2:9][CH2:10][O:11][CH3:12])[CH:7]=1. Product: [F:1][C:2]1[CH:3]=[C:4]([C@H:13]2[CH2:17][CH2:16][CH2:15][N:14]2[C:18]2[CH:23]=[CH:22][N:21]3[N:24]=[CH:25][C:26]([C:27]([OH:29])=[O:28])=[C:20]3[N:19]=2)[CH:5]=[C:6]([O:8][CH2:9][CH2:10][O:11][CH3:12])[CH:7]=1. The catalyst class is: 562. (5) Reactant: [Cl:1][C:2]1[CH:7]=[C:6]([N:8]2[CH2:12][CH2:11][CH2:10][C@H:9]2[C:13]([F:16])([F:15])[F:14])[N:5]=[C:4](S(C)(=O)=O)[N:3]=1.C[CH2:22][N:23](C(C)C)C(C)C.CN. Product: [Cl:1][C:2]1[CH:7]=[C:6]([N:8]2[CH2:12][CH2:11][CH2:10][C@H:9]2[C:13]([F:16])([F:15])[F:14])[N:5]=[C:4]([NH:23][CH3:22])[N:3]=1. The catalyst class is: 12. (6) Reactant: [C:1]([C:3]1[CH:4]=[C:5]([CH:10]=[CH:11][CH:12]=1)[C:6]([NH:8][NH2:9])=[O:7])#[N:2].C1COCC1.[Cl:18][CH2:19][C:20](Cl)=[O:21]. The catalyst class is: 3. Product: [Cl:18][CH2:19][C:20]([NH:9][NH:8][C:6](=[O:7])[C:5]1[CH:10]=[CH:11][CH:12]=[C:3]([C:1]#[N:2])[CH:4]=1)=[O:21].